Dataset: Full USPTO retrosynthesis dataset with 1.9M reactions from patents (1976-2016). Task: Predict the reactants needed to synthesize the given product. Given the product [Cl:24][C:5]1[C:4]2[C:9](=[CH:10][CH:11]=[C:2]([F:1])[CH:3]=2)[N:8]=[C:7]([CH:12]=[CH:13][C:14]2[O:15][C:16]([N+:19]([O-:21])=[O:20])=[CH:17][CH:18]=2)[N:6]=1, predict the reactants needed to synthesize it. The reactants are: [F:1][C:2]1[CH:3]=[C:4]2[C:9](=[CH:10][CH:11]=1)[N:8]=[C:7]([CH:12]=[CH:13][C:14]1[O:15][C:16]([N+:19]([O-:21])=[O:20])=[CH:17][CH:18]=1)[NH:6][C:5]2=O.P(Cl)(Cl)(Cl)(Cl)[Cl:24].P(Cl)(Cl)(Cl)=O.